This data is from Full USPTO retrosynthesis dataset with 1.9M reactions from patents (1976-2016). The task is: Predict the reactants needed to synthesize the given product. (1) Given the product [Si:1]([O:18][CH2:19][CH2:20][O:21][C:22]1[CH:27]=[CH:26][C:25](/[CH:28]=[CH:29]/[C:30]([OH:32])=[O:31])=[C:24]([O:35][C:36]2[C:41]([Cl:42])=[CH:40][C:39]([C:43]([F:46])([F:45])[F:44])=[CH:38][N:37]=2)[CH:23]=1)([C:14]([CH3:16])([CH3:15])[CH3:17])([C:8]1[CH:9]=[CH:10][CH:11]=[CH:12][CH:13]=1)[C:2]1[CH:7]=[CH:6][CH:5]=[CH:4][CH:3]=1, predict the reactants needed to synthesize it. The reactants are: [Si:1]([O:18][CH2:19][CH2:20][O:21][C:22]1[CH:27]=[CH:26][C:25](/[CH:28]=[CH:29]/[C:30]([O:32]CC)=[O:31])=[C:24]([O:35][C:36]2[C:41]([Cl:42])=[CH:40][C:39]([C:43]([F:46])([F:45])[F:44])=[CH:38][N:37]=2)[CH:23]=1)([C:14]([CH3:17])([CH3:16])[CH3:15])([C:8]1[CH:13]=[CH:12][CH:11]=[CH:10][CH:9]=1)[C:2]1[CH:7]=[CH:6][CH:5]=[CH:4][CH:3]=1.[OH-].[Na+].Cl. (2) Given the product [Cl:1][C:2]1[CH:10]=[C:9]([C:28]#[C:27][C:29]2[CH:34]=[CH:33][CH:32]=[CH:31][N:30]=2)[C:5]2[O:6][CH2:7][O:8][C:4]=2[C:3]=1[NH:12][C:13]1[C:22]2[C:17](=[CH:18][C:19]([O:25][CH3:26])=[C:20]([O:23][CH3:24])[CH:21]=2)[N:16]=[CH:15][N:14]=1, predict the reactants needed to synthesize it. The reactants are: [Cl:1][C:2]1[CH:10]=[C:9](I)[C:5]2[O:6][CH2:7][O:8][C:4]=2[C:3]=1[NH:12][C:13]1[C:22]2[C:17](=[CH:18][C:19]([O:25][CH3:26])=[C:20]([O:23][CH3:24])[CH:21]=2)[N:16]=[CH:15][N:14]=1.[C:27]([C:29]1[CH:34]=[CH:33][CH:32]=[CH:31][N:30]=1)#[CH:28].C(NC(C)C)(C)C. (3) Given the product [CH:20]1([C:18]([C:12]2[CH:13]=[C:14]([CH3:17])[CH:15]=[CH:16][C:11]=2[NH:10][C:8]([NH:7][C:5]2[S:6][C:2]([S:30][C:27]3[NH:28][CH:29]=[N:25][N:26]=3)=[CH:3][N:4]=2)=[O:9])=[O:19])[CH2:24][CH2:23][CH2:22][CH2:21]1, predict the reactants needed to synthesize it. The reactants are: Br[C:2]1[S:6][C:5]([NH:7][C:8]([NH:10][C:11]2[CH:16]=[CH:15][C:14]([CH3:17])=[CH:13][C:12]=2[C:18]([CH:20]2[CH2:24][CH2:23][CH2:22][CH2:21]2)=[O:19])=[O:9])=[N:4][CH:3]=1.[N:25]1[NH:26][C:27]([SH:30])=[N:28][CH:29]=1. (4) Given the product [N:33]1([CH2:32][CH2:31][O:22][C:19]2[CH:20]=[CH:21][C:16]([C:14]3[CH:13]=[CH:12][N:11]4[C:7]([C:4]5[CH:3]=[CH:2][N:1]=[CH:6][CH:5]=5)=[CH:8][N:9]=[C:10]4[CH:15]=3)=[CH:17][CH:18]=2)[CH2:38][CH2:37][CH2:36][CH2:35][CH2:34]1, predict the reactants needed to synthesize it. The reactants are: [N:1]1[CH:6]=[CH:5][C:4]([C:7]2[N:11]3[CH:12]=[CH:13][C:14]([C:16]4[CH:21]=[CH:20][C:19]([OH:22])=[CH:18][CH:17]=4)=[CH:15][C:10]3=[N:9][CH:8]=2)=[CH:3][CH:2]=1.C([O-])([O-])=O.[Cs+].[Cs+].Cl.Cl[CH2:31][CH2:32][N:33]1[CH2:38][CH2:37][CH2:36][CH2:35][CH2:34]1. (5) Given the product [N:1]([C:2]1[CH:3]=[C:4]([S:10]([NH2:13])(=[O:11])=[O:12])[CH:5]=[CH:6][C:7]=1[O:8][CH3:9])=[C:28]=[S:29], predict the reactants needed to synthesize it. The reactants are: [NH2:1][C:2]1[CH:3]=[C:4]([S:10]([NH2:13])(=[O:12])=[O:11])[CH:5]=[CH:6][C:7]=1[O:8][CH3:9].C(OC1C=CC(C(N)=O)=CC=1N=[C:28]=[S:29])(C)C. (6) Given the product [F:22][C:23]1[N:28]=[CH:27][C:26]([C:29]([N:2]2[CH2:7][CH2:6][CH2:5][CH:4]([C:8]3[N:12]=[C:11]([C:13]4[NH:14][C:15]5[C:20]([CH:21]=4)=[CH:19][CH:18]=[CH:17][CH:16]=5)[O:10][N:9]=3)[CH2:3]2)=[O:30])=[CH:25][CH:24]=1, predict the reactants needed to synthesize it. The reactants are: Cl.[NH:2]1[CH2:7][CH2:6][CH2:5][CH:4]([C:8]2[N:12]=[C:11]([C:13]3[NH:14][C:15]4[C:20]([CH:21]=3)=[CH:19][CH:18]=[CH:17][CH:16]=4)[O:10][N:9]=2)[CH2:3]1.[F:22][C:23]1[N:28]=[CH:27][C:26]([C:29](O)=[O:30])=[CH:25][CH:24]=1. (7) Given the product [Br:1][C:2]1[CH:10]=[C:9]([N+:20]([O-:22])=[O:21])[C:8]([OH:11])=[C:7]2[C:3]=1[CH2:4][CH2:5][C:6]2=[O:12], predict the reactants needed to synthesize it. The reactants are: [Br:1][C:2]1[CH:10]=[CH:9][C:8]([OH:11])=[C:7]2[C:3]=1[CH2:4][CH2:5][C:6]2=[O:12].C(OC(=O)C)(=O)C.[N+:20]([O-])([OH:22])=[O:21]. (8) The reactants are: [NH2:1][C:2]([C:4]1[CH:5]=[N:6][C:7]2[C:12]([C:13]=1[NH:14][C:15]1[CH:16]=[C:17]([C:25]([O:27]C)=[O:26])[CH:18]=[C:19]([C:21]([O:23]C)=[O:22])[CH:20]=1)=[CH:11][CH:10]=[C:9]([C:29]1[C:30]([O:37][CH3:38])=[N:31][C:32]([O:35][CH3:36])=[CH:33][CH:34]=1)[CH:8]=2)=[O:3].[OH-].[Na+]. Given the product [NH2:1][C:2]([C:4]1[CH:5]=[N:6][C:7]2[C:12]([C:13]=1[NH:14][C:15]1[CH:20]=[C:19]([C:21]([OH:23])=[O:22])[CH:18]=[C:17]([C:25]([OH:27])=[O:26])[CH:16]=1)=[CH:11][CH:10]=[C:9]([C:29]1[C:30]([O:37][CH3:38])=[N:31][C:32]([O:35][CH3:36])=[CH:33][CH:34]=1)[CH:8]=2)=[O:3], predict the reactants needed to synthesize it.